Predict which catalyst facilitates the given reaction. From a dataset of Catalyst prediction with 721,799 reactions and 888 catalyst types from USPTO. Reactant: C([N:4]1[C:12]2[C:7](=[CH:8][CH:9]=[C:10]([C:13]([O:15][CH3:16])=[O:14])[CH:11]=2)[C:6](=[C:17](OCC)[C:18]2[CH:23]=[CH:22][CH:21]=[CH:20][CH:19]=2)[C:5]1=[O:27])(=O)C.[CH3:28][N:29]1[CH2:34][CH2:33][N:32]([CH2:35][C:36]([N:38]([CH3:46])[C:39]2[CH:44]=[CH:43][C:42]([NH2:45])=[CH:41][CH:40]=2)=[O:37])[CH2:31][CH2:30]1.N1CCCCC1.O. Product: [CH3:46][N:38]([C:39]1[CH:44]=[CH:43][C:42]([NH:45]/[C:17](/[C:18]2[CH:23]=[CH:22][CH:21]=[CH:20][CH:19]=2)=[C:6]2\[C:5](=[O:27])[NH:4][C:12]3[C:7]\2=[CH:8][CH:9]=[C:10]([C:13]([O:15][CH3:16])=[O:14])[CH:11]=3)=[CH:41][CH:40]=1)[C:36](=[O:37])[CH2:35][N:32]1[CH2:33][CH2:34][N:29]([CH3:28])[CH2:30][CH2:31]1. The catalyst class is: 9.